Dataset: Forward reaction prediction with 1.9M reactions from USPTO patents (1976-2016). Task: Predict the product of the given reaction. (1) Given the reactants S(=O)(=O)(O)O.Cl.[F:7][C:8]1[CH:13]=[CH:12][CH:11]=[CH:10][C:9]=1[NH:14][NH2:15].[C:16](O)(=[O:23])[CH2:17][C:18]([C:20]([OH:22])=[O:21])=O, predict the reaction product. The product is: [F:7][C:8]1[CH:13]=[CH:12][CH:11]=[CH:10][C:9]=1[N:14]1[C:16]([OH:23])=[CH:17][C:18]([C:20]([OH:22])=[O:21])=[N:15]1. (2) Given the reactants C([O:4][C@@H:5]([CH3:40])[C:6]([NH:8][C:9]1[CH:14]=[C:13]([O:15][C:16]2[CH:21]=[C:20]([F:22])[C:19]([NH:23][C:24]([C:26]3([C:29](=[O:38])[NH:30][C:31]4[CH:36]=[CH:35][C:34]([F:37])=[CH:33][CH:32]=4)[CH2:28][CH2:27]3)=[O:25])=[CH:18][C:17]=2[F:39])[CH:12]=[CH:11][N:10]=1)=[O:7])(=O)C.C(=O)([O-])[O-].[K+].[K+], predict the reaction product. The product is: [F:22][C:20]1[CH:21]=[C:16]([O:15][C:13]2[CH:12]=[CH:11][N:10]=[C:9]([NH:8][C:6](=[O:7])[C@@H:5]([OH:4])[CH3:40])[CH:14]=2)[C:17]([F:39])=[CH:18][C:19]=1[NH:23][C:24]([C:26]1([C:29]([NH:30][C:31]2[CH:32]=[CH:33][C:34]([F:37])=[CH:35][CH:36]=2)=[O:38])[CH2:28][CH2:27]1)=[O:25]. (3) The product is: [N:1]([CH2:4][CH:5]1[O:10][C:9]2[C:11]([C:20]3[CH:21]=[CH:22][CH:23]=[CH:24][C:19]=3[O:18][CH3:17])=[CH:12][CH:13]=[CH:14][C:8]=2[N:7]([CH3:16])[CH2:6]1)=[N+:2]=[N-:3]. Given the reactants [N:1]([CH2:4][CH:5]1[O:10][C:9]2[C:11](Br)=[CH:12][CH:13]=[CH:14][C:8]=2[N:7]([CH3:16])[CH2:6]1)=[N+:2]=[N-:3].[CH3:17][O:18][C:19]1[CH:24]=[CH:23][CH:22]=[CH:21][C:20]=1B(O)O, predict the reaction product. (4) Given the reactants [CH2:1]([N:3]([CH:12]1[CH2:17][CH2:16][O:15][CH2:14][CH2:13]1)[C:4]1[S:8][C:7]([C:9]([OH:11])=O)=[CH:6][CH:5]=1)[CH3:2].Cl.[NH2:19][CH2:20][C:21]1[C:22](=[O:29])[NH:23][C:24]([CH3:28])=[CH:25][C:26]=1[CH3:27].CCN(C(C)C)C(C)C.C(Cl)CCl.C1C=CC2N(O)N=NC=2C=1, predict the reaction product. The product is: [CH3:27][C:26]1[CH:25]=[C:24]([CH3:28])[NH:23][C:22](=[O:29])[C:21]=1[CH2:20][NH:19][C:9]([C:7]1[S:8][C:4]([N:3]([CH2:1][CH3:2])[CH:12]2[CH2:17][CH2:16][O:15][CH2:14][CH2:13]2)=[CH:5][CH:6]=1)=[O:11]. (5) Given the reactants C(O[C:9]1[CH:14]=[CH:13][C:12]([CH:15]2[CH2:20][CH2:19][N:18]([C:21]([O:23][C:24]([CH3:27])([CH3:26])[CH3:25])=[O:22])[CH2:17][CH:16]2[O:28][CH2:29][CH2:30][O:31]S(C2C=CC(C)=CC=2)(=O)=O)=[CH:11][CH:10]=1)C1C=CC=CC=1.[F:42][C:43]1[CH:48]=[CH:47][C:46]([CH2:49][CH2:50][NH:51][C:52](=[O:54])[CH3:53])=[C:45](O)[CH:44]=1, predict the reaction product. The product is: [C:52]([NH:51][CH2:50][CH2:49][C:46]1[CH:47]=[CH:48][C:43]([F:42])=[CH:44][C:45]=1[O:31][CH2:30][CH2:29][O:28][CH:16]1[CH:15]([C:12]2[CH:11]=[CH:10][C:9]([CH2:15][C:12]3[CH:13]=[CH:14][CH:9]=[CH:10][CH:11]=3)=[CH:14][CH:13]=2)[CH2:20][CH2:19][N:18]([C:21]([O:23][C:24]([CH3:26])([CH3:27])[CH3:25])=[O:22])[CH2:17]1)(=[O:54])[CH3:53]. (6) Given the reactants Br[C:2]1[CH:10]=[CH:9][C:5]([N:6]([CH3:8])[CH3:7])=[CH:4][CH:3]=1.Cl[SiH:12]([CH3:14])[CH3:13], predict the reaction product. The product is: [CH3:7][N:6]([C:5]1[CH:9]=[CH:10][C:2]([SiH:12]([CH3:14])[CH3:13])=[CH:3][CH:4]=1)[CH3:8]. (7) Given the reactants [N:1]([C@@H:4]1[C@@H:8]([O:9][CH2:10][C:11]#[C:12][C:13]2[CH:18]=[CH:17][CH:16]=[C:15]([F:19])[CH:14]=2)[CH2:7][N:6]([C:20]([O:22][C:23]([CH3:26])([CH3:25])[CH3:24])=[O:21])[CH2:5]1)=[N+:2]=[N-:3], predict the reaction product. The product is: [F:19][C:15]1[CH:14]=[C:13]([C:12]2[N:3]=[N:2][N:1]3[C:11]=2[CH2:10][O:9][C@H:8]2[CH2:7][N:6]([C:20]([O:22][C:23]([CH3:26])([CH3:25])[CH3:24])=[O:21])[CH2:5][C@H:4]32)[CH:18]=[CH:17][CH:16]=1. (8) Given the reactants [Cl:1][C:2]1[CH:3]=[C:4]([OH:9])[C:5](=[CH:7][CH:8]=1)[OH:6].[C:10](OC1C(=CC(Cl)=CC=1)O[C:10](=[O:15])[C:11](C)(C)[CH3:12])(=[O:15])[C:11](C)(C)[CH3:12].[O-]P([O-])([O-])=O.[K+].[K+].[K+].C(OS(C1C=CC=C([N+]([O-])=O)C=1)(=O)=O)[C@@H]1OC1.C(O)(=O)C.[Cl-].[Na+], predict the reaction product. The product is: [Cl:1][C:2]1[CH:8]=[CH:7][C:5]2[O:6][C@@H:11]([CH2:10][OH:15])[CH2:12][O:9][C:4]=2[CH:3]=1.